From a dataset of Catalyst prediction with 721,799 reactions and 888 catalyst types from USPTO. Predict which catalyst facilitates the given reaction. (1) Reactant: CO[C:3]1[CH:11]=[CH:10][C:6]2[N:7]=[CH:8][S:9][C:5]=2[CH:4]=1.Br[C:13]1[CH:14]=N[C:16]([NH:19][CH3:20])=[N:17][CH:18]=1.[CH3:21][O:22]C1N=CC(C2SC3C=CC=CC=3N=2)=CN=1.[CH3:38]COC(C)=O. Product: [CH3:21][O:22][C:11]1[CH:3]=[CH:4][C:5]2[S:9][C:8]([C:13]3[CH:14]=[CH:38][C:16]([NH:19][CH3:20])=[N:17][CH:18]=3)=[N:7][C:6]=2[CH:10]=1. The catalyst class is: 6. (2) Reactant: [NH2:1][C:2]1[C:3]2[C:10]([C:11]3[CH:16]=[CH:15][C:14]([O:17][C:18]4[CH:23]=[CH:22][CH:21]=[CH:20][CH:19]=4)=[CH:13][CH:12]=3)=[CH:9][N:8]([CH:24]3[CH2:28][CH:27]([OH:29])[CH:26]=[CH:25]3)[C:4]=2[N:5]=[CH:6][N:7]=1.[H][H]. Product: [NH2:1][C:2]1[C:3]2[C:10]([C:11]3[CH:12]=[CH:13][C:14]([O:17][C:18]4[CH:23]=[CH:22][CH:21]=[CH:20][CH:19]=4)=[CH:15][CH:16]=3)=[CH:9][N:8]([CH:24]3[CH2:25][CH2:26][CH:27]([OH:29])[CH2:28]3)[C:4]=2[N:5]=[CH:6][N:7]=1. The catalyst class is: 29. (3) Reactant: C([O:8][C@H:9]1[C@H:14]([O:15]CC2C=CC=CC=2)[C@@H:13]([O:23]CC2C=CC=CC=2)[C@H:12]([C:31]2[CH:36]=[CH:35][C:34]([Cl:37])=[C:33]([CH2:38][C:39]3[CH:40]=[C:41]4[C:45](=[CH:46][CH:47]=3)[CH2:44][CH2:43][CH2:42]4)[CH:32]=2)[O:11][C@@H:10]1[CH2:48][O:49]CC1C=CC=CC=1)C1C=CC=CC=1.CO. Product: [Cl:37][C:34]1[CH:35]=[CH:36][C:31]([C@H:12]2[C@H:13]([OH:23])[C@@H:14]([OH:15])[C@H:9]([OH:8])[C@@H:10]([CH2:48][OH:49])[O:11]2)=[CH:32][C:33]=1[CH2:38][C:39]1[CH:40]=[C:41]2[C:45](=[CH:46][CH:47]=1)[CH2:44][CH2:43][CH2:42]2. The catalyst class is: 123. (4) Reactant: Cl[C:2]1[C:3]2[C:4](=[CH:19][N:20](CC3C=CC(OC)=CC=3)[N:21]=2)[N:5]=[C:6]([C:8]2[CH:9]=[C:10]([NH:14][S:15]([CH3:18])(=[O:17])=[O:16])[CH:11]=[CH:12][CH:13]=2)[N:7]=1.[N:31]1([C:37]2[CH:43]=[CH:42][C:40]([NH2:41])=[CH:39][CH:38]=2)[CH2:36][CH2:35][NH:34][CH2:33][CH2:32]1.Cl. Product: [N:31]1([C:37]2[CH:38]=[CH:39][C:40]([NH:41][C:2]3[C:3]4[NH:21][N:20]=[CH:19][C:4]=4[N:5]=[C:6]([C:8]4[CH:9]=[C:10]([NH:14][S:15]([CH3:18])(=[O:16])=[O:17])[CH:11]=[CH:12][CH:13]=4)[N:7]=3)=[CH:42][CH:43]=2)[CH2:32][CH2:33][NH:34][CH2:35][CH2:36]1. The catalyst class is: 71. (5) Reactant: Br.[N+:2]([C:5]1[CH:10]=[CH:9][C:8]([CH2:11][C@@H:12]([C:14]2[N:15]=[C:16]([C:19]3[CH:24]=[CH:23][CH:22]=[CH:21][CH:20]=3)[S:17][CH:18]=2)[NH2:13])=[CH:7][CH:6]=1)([O-:4])=[O:3].C([O-])([O-])=O.[Ca+2].[C:30](Cl)(Cl)=[S:31]. Product: [N:13]([C@H:12]([C:14]1[N:15]=[C:16]([C:19]2[CH:20]=[CH:21][CH:22]=[CH:23][CH:24]=2)[S:17][CH:18]=1)[CH2:11][C:8]1[CH:7]=[CH:6][C:5]([N+:2]([O-:4])=[O:3])=[CH:10][CH:9]=1)=[C:30]=[S:31]. The catalyst class is: 6.